Dataset: Forward reaction prediction with 1.9M reactions from USPTO patents (1976-2016). Task: Predict the product of the given reaction. (1) Given the reactants [H-].[Na+].[N:3]1[CH:8]=[CH:7][CH:6]=[CH:5][C:4]=1[NH:9][C:10]1[CH:15]=[CH:14][CH:13]=[CH:12][N:11]=1.Br[CH2:17][CH2:18][CH2:19][CH2:20][CH2:21][C:22]([O:24][CH3:25])=[O:23].CCOC(C)=O, predict the reaction product. The product is: [CH3:25][O:24][C:22](=[O:23])[CH2:21][CH2:20][CH2:19][CH2:18][CH2:17][N:9]([C:10]1[CH:15]=[CH:14][CH:13]=[CH:12][N:11]=1)[C:4]1[CH:5]=[CH:6][CH:7]=[CH:8][N:3]=1. (2) The product is: [C:25]([O:10][CH2:9][CH2:8][O:7][C:4]1[C:3]([C:11]([O:13][C:14]([CH3:17])([CH3:16])[CH3:15])=[O:12])=[C:2]([NH2:1])[O:6][N:5]=1)(=[O:27])[CH3:26]. Given the reactants [NH2:1][C:2]1[O:6][N:5]=[C:4]([O:7][CH2:8][CH2:9][OH:10])[C:3]=1[C:11]([O:13][C:14]([CH3:17])([CH3:16])[CH3:15])=[O:12].C(N(CC)CC)C.[C:25](OC(=O)C)(=[O:27])[CH3:26], predict the reaction product. (3) Given the reactants ClC1N=C(Cl)N=C2NN=CC=12.O1C=CCCC1.CC1C=CC(S(O)(=O)=O)=CC=1.Cl[C:30]1[N:35]=[C:34]([Cl:36])[N:33]=[C:32]2[N:37]([CH:40]3[CH2:45][CH2:44][CH2:43][CH2:42][O:41]3)[N:38]=[CH:39][C:31]=12.[C:46]([NH:50][C:51]1[CH:52]=[C:53](B(O)O)[CH:54]=[CH:55][CH:56]=1)(=[O:49])[CH:47]=[CH2:48], predict the reaction product. The product is: [Cl:36][C:34]1[N:33]=[C:32]2[N:37]([CH:40]3[CH2:45][CH2:44][CH2:43][CH2:42][O:41]3)[N:38]=[CH:39][C:31]2=[C:30]([C:53]2[CH:52]=[C:51]([NH:50][C:46](=[O:49])[CH:47]=[CH2:48])[CH:56]=[CH:55][CH:54]=2)[N:35]=1. (4) Given the reactants [CH3:1][O:2][C:3](=[O:19])[CH2:4][N:5]([CH2:11][C:12]1[CH:17]=[CH:16][C:15]([Cl:18])=[CH:14][CH:13]=1)[CH:6]1[CH2:10][CH2:9][NH:8][CH2:7]1.N1C(C)=CC=CC=1C.[I-].[K+].Br[CH2:31][CH2:32][CH:33]=[C:34]1[C:40]2[CH:41]=[CH:42][CH:43]=[N:44][C:39]=2[CH2:38][O:37][C:36]2[CH:45]=[CH:46][C:47]([C:49]([OH:52])([CH3:51])[CH3:50])=[CH:48][C:35]1=2, predict the reaction product. The product is: [CH3:1][O:2][C:3](=[O:19])[CH2:4][N:5]([CH2:11][C:12]1[CH:13]=[CH:14][C:15]([Cl:18])=[CH:16][CH:17]=1)[CH:6]1[CH2:10][CH2:9][N:8]([CH2:31][CH2:32][CH:33]=[C:34]2[C:40]3[CH:41]=[CH:42][CH:43]=[N:44][C:39]=3[CH2:38][O:37][C:36]3[CH:45]=[CH:46][C:47]([C:49]([OH:52])([CH3:51])[CH3:50])=[CH:48][C:35]2=3)[CH2:7]1. (5) Given the reactants [F:1][C:2]1[CH:3]=[C:4]2[C:12](=[CH:13][CH:14]=1)[NH:11][C:10]1[CH2:9][CH2:8][CH:7]([NH:15][C:16](=[O:25])[O:17][CH2:18][C:19]3[CH:24]=[CH:23][CH:22]=[CH:21][CH:20]=3)[CH2:6][C:5]2=1.C([O-])([O-])=O.[Cs+].[Cs+].Br[CH2:33][C:34]([O:36][CH2:37][CH3:38])=[O:35].O, predict the reaction product. The product is: [CH2:18]([O:17][C:16]([NH:15][CH:7]1[CH2:6][C:5]2[C:4]3[C:12](=[CH:13][CH:14]=[C:2]([F:1])[CH:3]=3)[N:11]([CH2:33][C:34]([O:36][CH2:37][CH3:38])=[O:35])[C:10]=2[CH2:9][CH2:8]1)=[O:25])[C:19]1[CH:24]=[CH:23][CH:22]=[CH:21][CH:20]=1. (6) Given the reactants [Br:1][C:2]1[CH:10]=[C:9]2[C:5]([C:6]([C:15]([C:21]3[CH:22]=[C:23]4[C:27](=[CH:28][CH:29]=3)[N:26]([C:30]3[CH:35]=[CH:34][C:33]([F:36])=[CH:32][CH:31]=3)[N:25]=[CH:24]4)([OH:20])[C:16]([F:19])([F:18])[F:17])=[CH:7][N:8]2[CH2:11][C:12](O)=[O:13])=[CH:4][CH:3]=1.[CH2:37]([N:39](CC)CC)C.F[P-](F)(F)(F)(F)F.N1(O[P+](N2CCCC2)(N2CCCC2)N2CCCC2)C2C=CC=CC=2N=N1.CN, predict the reaction product. The product is: [Br:1][C:2]1[CH:10]=[C:9]2[C:5]([C:6]([C:15]([C:21]3[CH:22]=[C:23]4[C:27](=[CH:28][CH:29]=3)[N:26]([C:30]3[CH:35]=[CH:34][C:33]([F:36])=[CH:32][CH:31]=3)[N:25]=[CH:24]4)([OH:20])[C:16]([F:17])([F:19])[F:18])=[CH:7][N:8]2[CH2:11][C:12]([NH:39][CH3:37])=[O:13])=[CH:4][CH:3]=1. (7) The product is: [Cl:1][C:2]1[CH:3]=[C:4]([CH:7]=[CH:8][C:9]=1[O:10][C:11]([F:12])([F:13])[F:14])/[C:5](=[N:16]/[OH:17])/[NH2:6]. Given the reactants [Cl:1][C:2]1[CH:3]=[C:4]([CH:7]=[CH:8][C:9]=1[O:10][C:11]([F:14])([F:13])[F:12])[C:5]#[N:6].Cl.[NH2:16][OH:17].C(N(C(C)C)C(C)C)C, predict the reaction product.